Dataset: Forward reaction prediction with 1.9M reactions from USPTO patents (1976-2016). Task: Predict the product of the given reaction. Given the reactants [OH:1][CH:2]([CH2:8][OH:9])[CH2:3][C:4]([O:6][CH3:7])=[O:5].C(Cl)Cl.N1C=CC=CC=1.[C:19](Cl)([C:32]1[CH:37]=[CH:36][CH:35]=[CH:34][CH:33]=1)([C:26]1[CH:31]=[CH:30][CH:29]=[CH:28][CH:27]=1)[C:20]1[CH:25]=[CH:24][CH:23]=[CH:22][CH:21]=1, predict the reaction product. The product is: [C:20]1([C:19]([C:26]2[CH:27]=[CH:28][CH:29]=[CH:30][CH:31]=2)([C:32]2[CH:33]=[CH:34][CH:35]=[CH:36][CH:37]=2)[O:9][CH2:8][CH:2]([OH:1])[CH2:3][C:4]([O:6][CH3:7])=[O:5])[CH:21]=[CH:22][CH:23]=[CH:24][CH:25]=1.